This data is from Forward reaction prediction with 1.9M reactions from USPTO patents (1976-2016). The task is: Predict the product of the given reaction. (1) Given the reactants [ClH:1].[S:2]1[C:6]([NH:7][C:8]([CH:10]2[CH:15]3[CH:11]2[CH2:12][NH:13][CH2:14]3)=[O:9])=[CH:5][CH:4]=[N:3]1.C(N(CC)CC)C.[CH3:23][C:24]1[C:32]2[CH2:31][O:30][C:29](=[O:33])[C:28]=2[CH:27]=[CH:26][C:25]=1[C@@H:34]1[CH2:36][O:35]1, predict the reaction product. The product is: [ClH:1].[OH:35][C@H:34]([C:25]1[CH:26]=[CH:27][C:28]2[C:29](=[O:33])[O:30][CH2:31][C:32]=2[C:24]=1[CH3:23])[CH2:36][N:13]1[CH2:12][CH:11]2[CH:15]([CH:10]2[C:8]([NH:7][C:6]2[S:2][N:3]=[CH:4][CH:5]=2)=[O:9])[CH2:14]1. (2) Given the reactants CN(C)CCN(C)C.[CH2:9]=[CH:10][C:11]1[CH:16]=[CH:15][CH:14]=[CH:13][CH:12]=1.C([Li])CCC.[CH2:22]=[CH:23][C:24](=[CH2:26])[CH3:25].Cl[Si](Cl)(Cl)Cl, predict the reaction product. The product is: [CH2:9]=[CH:10][C:11]1[CH:16]=[CH:15][CH:14]=[CH:13][CH:12]=1.[CH2:22]=[CH:23][C:24](=[CH2:25])[CH3:26].[CH2:9]=[CH:10][C:11]1[CH:16]=[CH:15][CH:14]=[CH:13][CH:12]=1. (3) Given the reactants [F:1][C:2]1[CH:11]=[C:10]2[C:5]([N:6]=[C:7]([N:19]([CH3:23])[CH:20]([CH3:22])[CH3:21])[C:8]([C:12]3[CH:17]=[CH:16][C:15]([F:18])=[CH:14][CH:13]=3)=[N:9]2)=[CH:4][C:3]=1[C:24]([O:26]C)=[O:25].[OH-].[Li+], predict the reaction product. The product is: [F:1][C:2]1[CH:11]=[C:10]2[C:5]([N:6]=[C:7]([N:19]([CH3:23])[CH:20]([CH3:22])[CH3:21])[C:8]([C:12]3[CH:17]=[CH:16][C:15]([F:18])=[CH:14][CH:13]=3)=[N:9]2)=[CH:4][C:3]=1[C:24]([OH:26])=[O:25]. (4) Given the reactants FC1C([O:8][C:9]([C:11]2[C:19]3[N:18]=[C:17]([CH2:20][N:21]([CH3:32])[CH:22]4[C:31]5[N:30]=[CH:29][CH:28]=[CH:27][C:26]=5[CH2:25][CH2:24][CH2:23]4)[NH:16][C:15]=3[CH:14]=[CH:13][CH:12]=2)=O)=C(F)C(F)=C(F)C=1F.[CH3:37][N:38]1[CH2:43][CH2:42][N:41]([CH2:44][CH2:45][CH2:46][NH2:47])[CH2:40][CH2:39]1, predict the reaction product. The product is: [CH3:37][N:38]1[CH2:43][CH2:42][N:41]([CH2:44][CH2:45][CH2:46][NH:47][C:9]([C:11]2[C:19]3[N:18]=[C:17]([CH2:20][N:21]([CH3:32])[CH:22]4[C:31]5[N:30]=[CH:29][CH:28]=[CH:27][C:26]=5[CH2:25][CH2:24][CH2:23]4)[NH:16][C:15]=3[CH:14]=[CH:13][CH:12]=2)=[O:8])[CH2:40][CH2:39]1.